This data is from Reaction yield outcomes from USPTO patents with 853,638 reactions. The task is: Predict the reaction yield, written as a fraction of the theoretical maximum amount of product (1.0 means a 100% yield; for example, 0.34 means a 34% yield). (1) The reactants are C(OC(=O)C)(=O)C.[N+:8]([O-:11])(O)=[O:9].[Cl:12][C:13]1[CH:18]=[C:17]([O:19][CH3:20])[CH:16]=[CH:15][C:14]=1[CH3:21]. The catalyst is O. The product is [Cl:12][C:13]1[CH:18]=[C:17]([O:19][CH3:20])[C:16]([N+:8]([O-:11])=[O:9])=[CH:15][C:14]=1[CH3:21]. The yield is 0.710. (2) The reactants are FC(F)(F)S(O[C:7]1[CH:12]=[CH:11][C:10]([C:13]([C:24]2[CH:29]=[CH:28][C:27]([F:30])=[CH:26][CH:25]=2)=[C:14]2[CH2:19][C:18]([CH3:21])([CH3:20])[CH2:17][C:16]([CH3:23])([CH3:22])[CH2:15]2)=[CH:9][CH:8]=1)(=O)=O.C([O-])([O-])=O.[Na+].[Na+].[O:39]1[CH:43]=[CH:42][CH:41]=[C:40]1B(O)O. The catalyst is C1COCC1. The product is [F:30][C:27]1[CH:26]=[CH:25][C:24]([C:13](=[C:14]2[CH2:15][C:16]([CH3:22])([CH3:23])[CH2:17][C:18]([CH3:20])([CH3:21])[CH2:19]2)[C:10]2[CH:9]=[CH:8][C:7]([C:40]3[O:39][CH:43]=[CH:42][CH:41]=3)=[CH:12][CH:11]=2)=[CH:29][CH:28]=1. The yield is 0.810. (3) The reactants are CN(C(ON1N=NC2C=CC=NC1=2)=[N+](C)C)C.F[P-](F)(F)(F)(F)F.CCN(C(C)C)C(C)C.[NH2:34][C@@H:35]([C@H:46]([OH:55])[C:47]1[CH:52]=[CH:51][C:50]([O:53][CH3:54])=[CH:49][CH:48]=1)[C:36]([O:38][CH2:39][C:40]1[CH:45]=[CH:44][CH:43]=[CH:42][CH:41]=1)=[O:37].[NH:56]([C:63]([O:65][C:66]([CH3:69])([CH3:68])[CH3:67])=[O:64])[C@H:57]([C:60](O)=[O:61])[CH2:58][OH:59]. The catalyst is CN(C=O)C. The product is [C:66]([O:65][C:63]([NH:56][C@@H:57]([CH2:60][OH:61])[C:58]([NH:34][C@@H:35]([C@H:46]([OH:55])[C:47]1[CH:52]=[CH:51][C:50]([O:53][CH3:54])=[CH:49][CH:48]=1)[C:36]([O:38][CH2:39][C:40]1[CH:41]=[CH:42][CH:43]=[CH:44][CH:45]=1)=[O:37])=[O:59])=[O:64])([CH3:69])([CH3:68])[CH3:67]. The yield is 0.930. (4) The reactants are [NH2:1][C:2]1[CH:7]=[CH:6][CH:5]=[C:4]([NH2:8])[N:3]=1.[C:9]([O-])([O-])=O.[K+].[K+].CI.O. The catalyst is C1COCC1. The product is [CH3:9][NH:1][C:2]1[CH:7]=[CH:6][CH:5]=[C:4]([NH2:8])[N:3]=1. The yield is 0.100. (5) The reactants are [C:1]([C:3]1[NH:7][C:6]([C:8]2[CH:13]=[CH:12][C:11]([NH:14][S:15]([CH2:18][CH3:19])(=[O:17])=[O:16])=[CH:10][CH:9]=2)=[CH:5][CH:4]=1)#[N:2].CC(C)([O-])C.[K+].[CH2:26](I)[CH2:27][CH2:28][CH3:29]. No catalyst specified. The product is [CH2:26]([N:7]1[C:3]([C:1]#[N:2])=[CH:4][CH:5]=[C:6]1[C:8]1[CH:9]=[CH:10][C:11]([NH:14][S:15]([CH2:18][CH3:19])(=[O:17])=[O:16])=[CH:12][CH:13]=1)[CH2:27][CH2:28][CH3:29]. The yield is 0.0600. (6) The reactants are C(=O)([O-])[O-].[K+].[K+].[CH2:7]([NH:9][CH2:10][CH3:11])[CH3:8].CC1C=CC(S(O[CH2:23][CH2:24][CH2:25][S:26][C:27]2[CH:32]=[CH:31][C:30](/[C:33](/[C:40]3[NH:41][C:42](=[O:47])[C:43]([CH3:46])=[CH:44][CH:45]=3)=[CH:34]\[CH:35]3[CH2:39][CH2:38][CH2:37][CH2:36]3)=[CH:29][C:28]=2[Cl:48])(=O)=O)=CC=1.O. The catalyst is C(#N)C. The product is [Cl:48][C:28]1[CH:29]=[C:30](/[C:33](/[C:40]2[NH:41][C:42](=[O:47])[C:43]([CH3:46])=[CH:44][CH:45]=2)=[CH:34]\[CH:35]2[CH2:39][CH2:38][CH2:37][CH2:36]2)[CH:31]=[CH:32][C:27]=1[S:26][CH2:25][CH2:24][CH2:23][N:9]([CH2:10][CH3:11])[CH2:7][CH3:8]. The yield is 0.660.